From a dataset of Full USPTO retrosynthesis dataset with 1.9M reactions from patents (1976-2016). Predict the reactants needed to synthesize the given product. Given the product [CH3:1][O:2][C:3]1[CH:4]=[C:5]([C:11]2[S:15][C:14]3=[N:16][C:17]([CH3:27])=[C:18]([C:19]4[CH:24]=[CH:23][C:22]([OH:25])=[N:21][CH:20]=4)[N:13]3[N:12]=2)[CH:6]=[CH:7][C:8]=1[O:9][CH3:10], predict the reactants needed to synthesize it. The reactants are: [CH3:1][O:2][C:3]1[CH:4]=[C:5]([C:11]2[S:15][C:14]3=[N:16][C:17]([CH3:27])=[C:18]([C:19]4[CH:20]=[N:21][C:22]([O:25]C)=[CH:23][CH:24]=4)[N:13]3[N:12]=2)[CH:6]=[CH:7][C:8]=1[O:9][CH3:10].C([O-])(O)=O.[Na+].